Dataset: Full USPTO retrosynthesis dataset with 1.9M reactions from patents (1976-2016). Task: Predict the reactants needed to synthesize the given product. (1) Given the product [Br:14][C:5]1[CH:4]=[C:3]([N+:11]([O-:13])=[O:12])[C:2]([CH3:1])=[C:7]([N+:8]([O-:10])=[O:9])[CH:6]=1, predict the reactants needed to synthesize it. The reactants are: [CH3:1][C:2]1[C:7]([N+:8]([O-:10])=[O:9])=[CH:6][CH:5]=[CH:4][C:3]=1[N+:11]([O-:13])=[O:12].[Br:14]N1C(C)(C)C(=O)N(Br)C1=O. (2) Given the product [NH2:29][C@@H:17]1[CH2:16][CH2:15][C@@H:14]([C:8]2[CH:9]=[CH:10][CH:11]=[C:12]([F:13])[C:7]=2[F:6])[CH2:20][N:19]2[C:21]([C:24]([OH:27])([CH3:25])[CH3:26])=[CH:22][N:23]=[C:18]12, predict the reactants needed to synthesize it. The reactants are: S(=O)(=O)(O)O.[F:6][C:7]1[C:12]([F:13])=[CH:11][CH:10]=[CH:9][C:8]=1[C@H:14]1[CH2:20][N:19]2[C:21]([C:24]([O:27]C)([CH3:26])[CH3:25])=[CH:22][N:23]=[C:18]2[C@H:17]([NH:29]C(=O)OC(C)(C)C)[CH2:16][CH2:15]1. (3) Given the product [CH:4](=[O:5])[CH2:3][CH2:2][CH3:1].[CH:17](=[O:18])[CH2:14][CH2:15][CH3:16], predict the reactants needed to synthesize it. The reactants are: [CH3:1][CH2:2][CH2:3][CH:4]=[O:5].CCC=O.CCCO[CH:14]([CH:17]=[O:18])[CH2:15][CH3:16]. (4) Given the product [CH3:1][CH2:2][CH2:3][CH2:4][CH2:5][CH2:6][CH2:7][CH2:8][CH2:9][CH2:10][CH2:11][CH2:12][CH2:13][CH2:14][CH2:15][C:16]([O:18][CH2:19][C@@H:20]([O:33][C:34]([CH2:36][CH2:37][CH2:38][CH2:39][CH2:40][CH2:41][CH2:42]/[CH:43]=[CH:44]\[CH2:45][CH2:46][CH2:47][CH2:48][CH2:49][CH2:50][CH2:51][CH3:52])=[O:35])[CH2:21][O:22][P:23]([O:26][CH2:27][CH2:28][N+:29]([CH3:32])([CH3:31])[CH3:30])([O-:25])=[O:24])=[O:17].[CH3:53][CH2:54][CH2:55][CH2:56][CH2:57][CH2:58][CH2:59][CH2:60][CH2:61][CH2:62][CH2:63][CH2:64][CH2:65][CH2:66][CH2:67][C:68]([O:70][CH2:71][C@@H:72]([O:84][C:85]([CH2:87][CH2:88][CH2:89][CH2:90][CH2:91][CH2:92][CH2:93]/[CH:94]=[CH:95]\[CH2:96][CH2:97][CH2:98][CH2:99][CH2:100][CH2:101][CH2:102][CH3:103])=[O:86])[CH2:73][O:74][P:75]([O:78][CH2:79][CH:80]([OH:83])[CH2:81][OH:82])([OH:77])=[O:76])=[O:69], predict the reactants needed to synthesize it. The reactants are: [CH3:1][CH2:2][CH2:3][CH2:4][CH2:5][CH2:6][CH2:7][CH2:8][CH2:9][CH2:10][CH2:11][CH2:12][CH2:13][CH2:14][CH2:15][C:16]([O:18][CH2:19][C@@H:20]([O:33][C:34]([CH2:36][CH2:37][CH2:38][CH2:39][CH2:40][CH2:41][CH2:42]/[CH:43]=[CH:44]\[CH2:45][CH2:46][CH2:47][CH2:48][CH2:49][CH2:50][CH2:51][CH3:52])=[O:35])[CH2:21][O:22][P:23]([O:26][CH2:27][CH2:28][N+:29]([CH3:32])([CH3:31])[CH3:30])([O-:25])=[O:24])=[O:17].[CH3:53][CH2:54][CH2:55][CH2:56][CH2:57][CH2:58][CH2:59][CH2:60][CH2:61][CH2:62][CH2:63][CH2:64][CH2:65][CH2:66][CH2:67][C:68]([O:70][CH2:71][C@@H:72]([O:84][C:85]([CH2:87][CH2:88][CH2:89][CH2:90][CH2:91][CH2:92][CH2:93]/[CH:94]=[CH:95]\[CH2:96][CH2:97][CH2:98][CH2:99][CH2:100][CH2:101][CH2:102][CH3:103])=[O:86])[CH2:73][O:74][P:75]([O:78][CH2:79][CH:80]([OH:83])[CH2:81][OH:82])([OH:77])=[O:76])=[O:69].C(O)C(N)(CO)CO. (5) Given the product [S:21]1[CH2:17][C:18](=[O:23])[NH:19][C:20]1=[O:22].[C@H:35]([OH:44])([C:41]([OH:43])=[O:42])[C@H:36]([OH:40])[C:37]([OH:39])=[O:38], predict the reactants needed to synthesize it. The reactants are: CN(CCOC1C=CC(C[CH:17]2[S:21][C:20](=[O:22])[NH:19][C:18]2=[O:23])=CC=1)C1C=CC=CN=1.CC(C)=O.O1CCCC1.[C@H:35]([OH:44])([C:41]([OH:43])=[O:42])[C@H:36]([OH:40])[C:37]([OH:39])=[O:38].O. (6) Given the product [NH2:33][CH:12]1[C:13]2[C:14](=[N:15][CH:16]=[CH:17][CH:18]=2)[C@H:19]([OH:22])[CH2:20][CH2:21][C@H:11]1[C:5]1[CH:6]=[CH:7][CH:8]=[C:9]([F:10])[C:4]=1[F:3], predict the reactants needed to synthesize it. The reactants are: Cl.Cl.[F:3][C:4]1[C:9]([F:10])=[CH:8][CH:7]=[CH:6][C:5]=1[C@@H:11]1[CH2:21][CH2:20][C@@H:19]([O:22][Si](C(C)C)(C(C)C)C(C)C)[C:14]2=[N:15][CH:16]=[CH:17][CH:18]=[C:13]2[CH:12]1[NH2:33].C(O)(C)C. (7) Given the product [CH2:1]([C:8]1([C:15]#[C:16][Si:17]([CH3:19])([CH3:18])[CH3:20])[CH2:13][CH2:12][C:11](=[O:14])[CH:10]=[CH:9]1)[C:2]1[CH:7]=[CH:6][CH:5]=[CH:4][CH:3]=1, predict the reactants needed to synthesize it. The reactants are: [CH2:1]([C:8]1([C:15]#[C:16][Si:17]([CH3:20])([CH3:19])[CH3:18])[CH2:13][CH2:12][C:11](=[O:14])[CH2:10][CH2:9]1)[C:2]1[CH:7]=[CH:6][CH:5]=[CH:4][CH:3]=1.C([N-]C(C)C)(C)C.[Li+].C1([Se]Cl)C=CC=CC=1.OO. (8) Given the product [CH2:1]([O:3][C:4]1[CH:5]=[C:6]2[C:11](=[C:12]3[CH2:16][C:15]([CH3:18])([CH3:17])[O:14][C:13]=13)[C:10]([C:19]1[CH:20]=[CH:21][C:22](/[CH:25]=[C:26](\[CH3:32])/[C:27]([OH:29])=[O:28])=[CH:23][CH:24]=1)=[N:9][C:8]([CH3:33])([CH3:34])[CH2:7]2)[CH3:2], predict the reactants needed to synthesize it. The reactants are: [CH2:1]([O:3][C:4]1[CH:5]=[C:6]2[C:11](=[C:12]3[CH2:16][C:15]([CH3:18])([CH3:17])[O:14][C:13]=13)[C:10]([C:19]1[CH:24]=[CH:23][C:22](/[CH:25]=[C:26](\[CH3:32])/[C:27]([O:29]CC)=[O:28])=[CH:21][CH:20]=1)=[N:9][C:8]([CH3:34])([CH3:33])[CH2:7]2)[CH3:2].[OH-].[Na+].Cl. (9) Given the product [CH3:19][N:20]1[C:33]2[C:28](=[CH:29][CH:30]=[CH:31][CH:32]=2)[CH:27]([C:34]([OH:36])=[O:35])[C:26]2[CH:25]=[CH:24][CH:23]=[CH:22][C:21]1=2.[CH:13]1[CH:12]=[CH:11][C:10]([C:9]2[CH:16]=[CH:5][CH:6]=[CH:7][CH:8]=2)=[CH:15][CH:14]=1, predict the reactants needed to synthesize it. The reactants are: CN1[C:15]2[C:10](=[CH:11][CH:12]=[CH:13][CH:14]=2)[CH:9]([C:16](Cl)=O)[C:8]2[CH:7]=[CH:6][CH:5]=CC1=2.[CH3:19][N:20]1[C:33]2[C:28](=[CH:29][CH:30]=[CH:31][CH:32]=2)[CH:27]([C:34]([O:36]C)=[O:35])[C:26]2[CH:25]=[CH:24][CH:23]=[CH:22][C:21]1=2. (10) The reactants are: CC1[N:3]([C:8]2[N:13]=[C:12]([CH2:14][CH2:15][C:16]3[CH:17]=[C:18]([N:22]4[CH2:27][CH2:26][N:25]([CH3:28])[CH2:24][CH2:23]4)[CH:19]=[N:20][CH:21]=3)[CH:11]=[C:10]([CH3:29])[CH:9]=2)C(C)=CC=1.NO.Cl. Given the product [CH3:29][C:10]1[CH:11]=[C:12]([CH2:14][CH2:15][C:16]2[CH:21]=[N:20][CH:19]=[C:18]([N:22]3[CH2:23][CH2:24][N:25]([CH3:28])[CH2:26][CH2:27]3)[CH:17]=2)[N:13]=[C:8]([NH2:3])[CH:9]=1, predict the reactants needed to synthesize it.